Dataset: Catalyst prediction with 721,799 reactions and 888 catalyst types from USPTO. Task: Predict which catalyst facilitates the given reaction. (1) Reactant: [O:1]=[C:2]1[C:11]2[C:10]([C:12]([F:15])([F:14])[F:13])=[CH:9][CH:8]=[CH:7][C:6]=2[C@@H:5]2[CH2:16][N:17](C(OC(C)(C)C)=O)[CH2:18][C@H:4]2[NH:3]1.[ClH:26]. Product: [ClH:26].[F:15][C:12]([F:13])([F:14])[C:10]1[C:11]2[C:2](=[O:1])[NH:3][C@@H:4]3[CH2:18][NH:17][CH2:16][CH:5]3[C:6]=2[CH:7]=[CH:8][CH:9]=1. The catalyst class is: 12. (2) Reactant: [CH2:1]([C:13]1[S:14][CH:15]=[CH:16][CH:17]=1)[CH2:2][CH2:3][CH2:4][CH2:5][CH2:6][CH2:7][CH2:8][CH2:9][CH2:10][CH2:11][CH3:12].[Br:18]N1C(=O)CCC1=O. Product: [Br:18][C:15]1[S:14][C:13]([CH2:1][CH2:2][CH2:3][CH2:4][CH2:5][CH2:6][CH2:7][CH2:8][CH2:9][CH2:10][CH2:11][CH3:12])=[CH:17][CH:16]=1. The catalyst class is: 3. (3) Reactant: [Br:1][C:2]1[C:3]([CH3:8])=[N:4][O:5][C:6]=1[NH2:7].[H-].[Na+].[CH2:11]([C:13]1[S:17][C:16]2[CH:18]=[CH:19][CH:20]=[CH:21][C:15]=2[C:14]=1[S:22](Cl)(=[O:24])=[O:23])[CH3:12]. Product: [Br:1][C:2]1[C:3]([CH3:8])=[N:4][O:5][C:6]=1[NH:7][S:22]([C:14]1[C:15]2[CH:21]=[CH:20][CH:19]=[CH:18][C:16]=2[S:17][C:13]=1[CH2:11][CH3:12])(=[O:23])=[O:24]. The catalyst class is: 1. (4) Reactant: CS(O[CH2:6][CH2:7][CH2:8][N:9]1[CH2:13][CH2:12][N:11]([CH2:14][CH2:15][N:16]2[CH2:21][CH2:20][CH2:19][CH2:18][CH2:17]2)[C:10]1=[C:22]([C:25]#[N:26])[C:23]#[N:24])(=O)=O.[CH:27]1([NH2:33])[CH2:32][CH2:31][CH2:30][CH2:29][CH2:28]1.[I-].[K+].O. Product: [CH:27]1([NH:33][CH2:6][CH2:7][CH2:8][N:9]2[CH2:13][CH2:12][N:11]([CH2:14][CH2:15][N:16]3[CH2:21][CH2:20][CH2:19][CH2:18][CH2:17]3)[C:10]2=[C:22]([C:25]#[N:26])[C:23]#[N:24])[CH2:32][CH2:31][CH2:30][CH2:29][CH2:28]1. The catalyst class is: 12. (5) Reactant: [N:1]1([C:7]2[CH:12]=[CH:11][C:10]([NH:13][C:14]3[N:19]=[C:18]([CH2:20][CH2:21][C:22]4[CH:27]=[CH:26][CH:25]=[CH:24][C:23]=4[CH2:28][C:29]([NH2:31])=[O:30])[C:17]([C:32]([F:35])([F:34])[F:33])=[CH:16][N:15]=3)=[CH:9][CH:8]=2)[CH2:6][CH2:5][NH:4][CH2:3][CH2:2]1.C=O.[C:38](O[BH-](OC(=O)C)OC(=O)C)(=O)C.[Na+]. Product: [CH3:38][N:4]1[CH2:5][CH2:6][N:1]([C:7]2[CH:12]=[CH:11][C:10]([NH:13][C:14]3[N:19]=[C:18]([CH2:20][CH2:21][C:22]4[CH:27]=[CH:26][CH:25]=[CH:24][C:23]=4[CH2:28][C:29]([NH2:31])=[O:30])[C:17]([C:32]([F:33])([F:35])[F:34])=[CH:16][N:15]=3)=[CH:9][CH:8]=2)[CH2:2][CH2:3]1. The catalyst class is: 5. (6) Reactant: Cl[CH2:2][C:3]([N:5]([C:7]1[CH:12]=[CH:11][C:10]([N+:13]([O-:15])=[O:14])=[CH:9][C:8]=1[F:16])[CH3:6])=[O:4].C(P(C(C)(C)C)C1C=CC=CC=1C1C=CC=CC=1)(C)(C)C.C(N(CC)CC)C. Product: [F:16][C:8]1[CH:9]=[C:10]([N+:13]([O-:15])=[O:14])[CH:11]=[C:12]2[C:7]=1[N:5]([CH3:6])[C:3](=[O:4])[CH2:2]2. The catalyst class is: 487.